Dataset: Forward reaction prediction with 1.9M reactions from USPTO patents (1976-2016). Task: Predict the product of the given reaction. (1) Given the reactants C[C:2]1(C)[O:7][C:6]2[CH:8]=[CH:9][C:10]([C@@H:12]([OH:38])[CH2:13][NH:14][CH2:15][CH2:16][CH2:17][CH2:18][CH2:19][CH2:20][O:21][CH2:22][CH2:23][CH2:24][CH2:25][C:26]3[CH:35]=[C:34]4[C:29]([CH2:30][CH2:31][CH2:32][S:33]4(=[O:37])=[O:36])=[CH:28][CH:27]=3)=[CH:11][C:5]=2[CH2:4][O:3]1.C(O)(=[O:42])C, predict the reaction product. The product is: [CH:2]([O:7][C:6]1[CH:8]=[CH:9][C:10]([C@@H:12]([OH:38])[CH2:13][NH:14][CH2:15][CH2:16][CH2:17][CH2:18][CH2:19][CH2:20][O:21][CH2:22][CH2:23][CH2:24][CH2:25][C:26]2[CH:35]=[C:34]3[C:29]([CH2:30][CH2:31][CH2:32][S:33]3(=[O:36])=[O:37])=[CH:28][CH:27]=2)=[CH:11][C:5]=1[CH2:4][OH:42])=[O:3]. (2) The product is: [N:7]1[CH:15]=[C:9]([C:10]([O:12][CH2:13][CH3:14])=[O:11])[N:2]2[C:3]=1[CH:4]=[CH:5][CH:6]=[N:1]2. Given the reactants [N:1]1[CH:6]=[CH:5][CH:4]=[C:3]([NH2:7])[N:2]=1.Cl[CH:9]([CH:15]=O)[C:10]([O:12][CH2:13][CH3:14])=[O:11], predict the reaction product. (3) Given the reactants [CH3:1][O:2][C:3]1[CH:15]=[CH:14][C:6]([NH:7][C:8]2[CH:13]=[CH:12][CH:11]=[CH:10][N:9]=2)=[C:5]([NH2:16])[CH:4]=1.[O:17]1[CH:21]=[CH:20][C:19](/[CH:22]=[CH:23]/[C:24](Cl)=O)=[CH:18]1.N1C=CC=CC=1N1C2C=CC=CC=2N=C1/C=C/C1C=CC=CC=1.[C:50]([OH:55])(=[O:54])[C:51]([OH:53])=[O:52], predict the reaction product. The product is: [C:50]([OH:55])(=[O:54])[C:51]([OH:53])=[O:52].[O:17]1[CH:21]=[CH:20][C:19](/[CH:22]=[CH:23]/[C:24]2[N:7]([C:8]3[CH:13]=[CH:12][CH:11]=[CH:10][N:9]=3)[C:6]3[CH:14]=[CH:15][C:3]([O:2][CH3:1])=[CH:4][C:5]=3[N:16]=2)=[CH:18]1. (4) Given the reactants [CH2:1]([O:4][C:5]1[CH:6]=[C:7]([CH:12]=[C:13]([C:15]#[N:16])[CH:14]=1)[C:8]([O:10]C)=[O:9])[CH:2]=[CH2:3].[OH-].[Li+], predict the reaction product. The product is: [CH2:1]([O:4][C:5]1[CH:6]=[C:7]([CH:12]=[C:13]([C:15]#[N:16])[CH:14]=1)[C:8]([OH:10])=[O:9])[CH:2]=[CH2:3]. (5) Given the reactants [OH:1][C:2]1[CH:7]=[CH:6][C:5]([S:8][C:9]2[CH:14]=[CH:13][C:12]([NH:15][C:16]([C:18]3[O:19][CH:20]=[CH:21][CH:22]=3)=[O:17])=[CH:11][C:10]=2[N+:23]([O-])=O)=[CH:4][CH:3]=1.[NH4+].[Cl-], predict the reaction product. The product is: [NH2:23][C:10]1[CH:11]=[C:12]([NH:15][C:16]([C:18]2[O:19][CH:20]=[CH:21][CH:22]=2)=[O:17])[CH:13]=[CH:14][C:9]=1[S:8][C:5]1[CH:4]=[CH:3][C:2]([OH:1])=[CH:7][CH:6]=1. (6) The product is: [F:1][C:2]1[CH:3]=[C:4]([CH:15]([CH3:19])[C:16]([NH:55][CH2:54][C:53]2[C:48]([N:45]3[CH2:46][CH2:47][CH:42]([CH3:41])[CH2:43][CH2:44]3)=[N:49][C:50]([C:56]([F:59])([F:57])[F:58])=[CH:51][CH:52]=2)=[O:18])[CH:5]=[CH:6][C:7]=1[CH2:8][N:9]([CH3:14])[S:10]([CH3:13])(=[O:11])=[O:12]. Given the reactants [F:1][C:2]1[CH:3]=[C:4]([CH:15]([CH3:19])[C:16]([OH:18])=O)[CH:5]=[CH:6][C:7]=1[CH2:8][N:9]([CH3:14])[S:10]([CH3:13])(=[O:12])=[O:11].CN(C)CCCN=C=NCC.ON1C2C=CC=CC=2N=N1.[CH3:41][CH:42]1[CH2:47][CH2:46][N:45]([C:48]2[C:53]([CH2:54][NH2:55])=[CH:52][CH:51]=[C:50]([C:56]([F:59])([F:58])[F:57])[N:49]=2)[CH2:44][CH2:43]1.C(N(CC)CC)C, predict the reaction product. (7) Given the reactants [NH2:1][C@@H:2]1[CH2:7][CH2:6][CH2:5][CH2:4][C@H:3]1[NH2:8].Cl[C:10]1[C:23]2[C:22](=[O:24])[C:21]3[C:16](=[CH:17][CH:18]=[CH:19][CH:20]=3)[C:15](=[O:25])[C:14]=2[CH:13]=[CH:12][CH:11]=1, predict the reaction product. The product is: [NH2:1][CH:2]1[CH2:7][CH2:6][CH2:5][CH2:4][CH:3]1[NH:8][C:17]1[C:16]2[C:15](=[O:25])[C:14]3[C:23](=[CH:10][CH:11]=[CH:12][CH:13]=3)[C:22](=[O:24])[C:21]=2[CH:20]=[CH:19][CH:18]=1. (8) The product is: [CH2:1]([C:5]1[CH:6]=[CH:7][C:8]([CH:11]([CH3:15])[C:12]([O:14][CH3:21])=[O:13])=[CH:9][CH:10]=1)[CH:2]([CH3:4])[CH3:3]. Given the reactants [CH2:1]([C:5]1[CH:10]=[CH:9][C:8]([CH:11]([CH3:15])[C:12]([OH:14])=[O:13])=[CH:7][CH:6]=1)[CH:2]([CH3:4])[CH3:3].OS(O)(=O)=O.[CH3:21]O, predict the reaction product. (9) The product is: [F:23][C:20]1[CH:21]=[CH:22][C:17]([C:15]2[N:16]=[C:12]([C@H:11]3[CH2:10][C:3]4[C:4]5[C:9](=[CH:8][CH:7]=[CH:6][CH:5]=5)[NH:1][C:2]=4[CH:38]([C:36]4[CH:35]=[N:34][N:33]([CH3:32])[CH:37]=4)[NH:24]3)[NH:13][CH:14]=2)=[CH:18][CH:19]=1. Given the reactants [NH:1]1[C:9]2[C:4](=[CH:5][CH:6]=[CH:7][CH:8]=2)[C:3]([CH2:10][C@@H:11]([NH:24]C(=O)OC(C)(C)C)[C:12]2[NH:13][CH:14]=[C:15]([C:17]3[CH:22]=[CH:21][C:20]([F:23])=[CH:19][CH:18]=3)[N:16]=2)=[CH:2]1.[CH3:32][N:33]1[CH:37]=[C:36]([CH:38]=O)[CH:35]=[N:34]1.N, predict the reaction product.